Dataset: Forward reaction prediction with 1.9M reactions from USPTO patents (1976-2016). Task: Predict the product of the given reaction. (1) Given the reactants [CH3:1][O:2][CH2:3][CH2:4][C:5]([OH:7])=O.C(N1C=CN=C1)(N1C=CN=C1)=O.[NH2:20][C:21]1[CH:22]=[C:23]([CH:26]=[CH:27][CH:28]=1)[CH2:24][OH:25], predict the reaction product. The product is: [OH:25][CH2:24][C:23]1[CH:22]=[C:21]([NH:20][C:5](=[O:7])[CH2:4][CH2:3][O:2][CH3:1])[CH:28]=[CH:27][CH:26]=1. (2) Given the reactants [C:1]([C:3]1[CH:8]=[CH:7][C:6]([C:9]2[CH:16]=[CH:15][CH:14]=[CH:13][C:10]=2[CH2:11]O)=[CH:5][CH:4]=1)#[N:2].O=S(Cl)[Cl:19].[Li+].[Cl-], predict the reaction product. The product is: [C:1]([C:3]1[CH:8]=[CH:7][C:6]([C:9]2[CH:16]=[CH:15][CH:14]=[CH:13][C:10]=2[CH2:11][Cl:19])=[CH:5][CH:4]=1)#[N:2]. (3) Given the reactants [Cl:1][C:2]1[CH:3]=[N:4][C:5]([CH2:11][C:12]2[CH:17]=[CH:16][CH:15]=[C:14]([Cl:18])[CH:13]=2)=[C:6]([CH:10]=1)[C:7]([OH:9])=O.Cl.[NH2:20][C@H:21]([C:23]1[CH:32]=[CH:31][C:26]([C:27]([O:29]C)=[O:28])=[CH:25][CH:24]=1)[CH3:22], predict the reaction product. The product is: [Cl:1][C:2]1[CH:10]=[C:6]([C:7]([NH:20][C@H:21]([C:23]2[CH:32]=[CH:31][C:26]([C:27]([OH:29])=[O:28])=[CH:25][CH:24]=2)[CH3:22])=[O:9])[C:5]([CH2:11][C:12]2[CH:17]=[CH:16][CH:15]=[C:14]([Cl:18])[CH:13]=2)=[N:4][CH:3]=1. (4) Given the reactants [OH:1][C@@H:2]([C:22]1[CH:27]=[CH:26][CH:25]=[CH:24][CH:23]=1)[CH2:3][NH:4][C:5]([C@@H:7]1[CH2:11][C:10](=[N:12][O:13][CH3:14])[CH2:9][N:8]1C(OC(C)(C)C)=O)=[O:6], predict the reaction product. The product is: [OH:1][C@@H:2]([C:22]1[CH:27]=[CH:26][CH:25]=[CH:24][CH:23]=1)[CH2:3][NH:4][C:5]([C@@H:7]1[CH2:11][C:10](=[N:12][O:13][CH3:14])[CH2:9][NH:8]1)=[O:6].